Dataset: Cav3 T-type calcium channel HTS with 100,875 compounds. Task: Binary Classification. Given a drug SMILES string, predict its activity (active/inactive) in a high-throughput screening assay against a specified biological target. (1) The result is 0 (inactive). The compound is S1C(c2c(n([nH]c2=O)C(CC)CC)NC(=O)C1)c1c(OCC)cccc1. (2) The compound is O=C(NC1CCCCC1)C(=O)NCCc1ccccc1. The result is 0 (inactive). (3) The drug is Brc1c(OCC(=O)N2CCN(CC2)c2ccccc2)ccc(Cl)c1. The result is 0 (inactive).